Regression. Given a peptide amino acid sequence and an MHC pseudo amino acid sequence, predict their binding affinity value. This is MHC class I binding data. From a dataset of Peptide-MHC class I binding affinity with 185,985 pairs from IEDB/IMGT. (1) The peptide sequence is GYLEGTRTL. The MHC is HLA-A30:01 with pseudo-sequence HLA-A30:01. The binding affinity (normalized) is 0.279. (2) The peptide sequence is EVVQPENL. The MHC is H-2-Db with pseudo-sequence H-2-Db. The binding affinity (normalized) is 0.506. (3) The peptide sequence is ASLTPKAQR. The MHC is HLA-A11:01 with pseudo-sequence HLA-A11:01. The binding affinity (normalized) is 0.476. (4) The peptide sequence is RTLHPFGCK. The MHC is HLA-A02:16 with pseudo-sequence HLA-A02:16. The binding affinity (normalized) is 0.0847. (5) The peptide sequence is GSVVASQIF. The MHC is HLA-B57:01 with pseudo-sequence HLA-B57:01. The binding affinity (normalized) is 0.434.